Dataset: NCI-60 drug combinations with 297,098 pairs across 59 cell lines. Task: Regression. Given two drug SMILES strings and cell line genomic features, predict the synergy score measuring deviation from expected non-interaction effect. (1) Drug 1: C1C(C(OC1N2C=NC3=C2NC=NCC3O)CO)O. Drug 2: CCC1(C2=C(COC1=O)C(=O)N3CC4=CC5=C(C=CC(=C5CN(C)C)O)N=C4C3=C2)O.Cl. Cell line: SW-620. Synergy scores: CSS=24.3, Synergy_ZIP=-1.04, Synergy_Bliss=-3.07, Synergy_Loewe=-24.1, Synergy_HSA=-2.21. (2) Drug 1: CC12CCC3C(C1CCC2=O)CC(=C)C4=CC(=O)C=CC34C. Drug 2: C1=CC(=CC=C1CCCC(=O)O)N(CCCl)CCCl. Cell line: M14. Synergy scores: CSS=27.9, Synergy_ZIP=-3.28, Synergy_Bliss=-2.63, Synergy_Loewe=-10.5, Synergy_HSA=-1.52. (3) Drug 1: C1CCC(CC1)NC(=O)N(CCCl)N=O. Drug 2: C1=NC2=C(N1)C(=S)N=C(N2)N. Cell line: RXF 393. Synergy scores: CSS=26.5, Synergy_ZIP=-9.95, Synergy_Bliss=-4.43, Synergy_Loewe=-19.9, Synergy_HSA=-1.17. (4) Drug 1: C1CN1C2=NC(=NC(=N2)N3CC3)N4CC4. Cell line: HS 578T. Drug 2: CC12CCC3C(C1CCC2=O)CC(=C)C4=CC(=O)C=CC34C. Synergy scores: CSS=14.5, Synergy_ZIP=-0.407, Synergy_Bliss=-0.610, Synergy_Loewe=-0.689, Synergy_HSA=-0.155. (5) Drug 1: C1CCN(CC1)CCOC2=CC=C(C=C2)C(=O)C3=C(SC4=C3C=CC(=C4)O)C5=CC=C(C=C5)O. Drug 2: C1=CC=C(C=C1)NC(=O)CCCCCCC(=O)NO. Cell line: COLO 205. Synergy scores: CSS=3.21, Synergy_ZIP=1.27, Synergy_Bliss=6.11, Synergy_Loewe=-5.16, Synergy_HSA=-3.83. (6) Drug 1: C1CCC(C(C1)N)N.C(=O)(C(=O)[O-])[O-].[Pt+4]. Drug 2: C1C(C(OC1N2C=NC(=NC2=O)N)CO)O. Cell line: UO-31. Synergy scores: CSS=10.1, Synergy_ZIP=-3.34, Synergy_Bliss=-0.505, Synergy_Loewe=-3.37, Synergy_HSA=-0.478. (7) Drug 1: CCCS(=O)(=O)NC1=C(C(=C(C=C1)F)C(=O)C2=CNC3=C2C=C(C=N3)C4=CC=C(C=C4)Cl)F. Drug 2: CN1CCC(CC1)COC2=C(C=C3C(=C2)N=CN=C3NC4=C(C=C(C=C4)Br)F)OC. Cell line: RXF 393. Synergy scores: CSS=12.7, Synergy_ZIP=-2.01, Synergy_Bliss=1.43, Synergy_Loewe=2.42, Synergy_HSA=3.08. (8) Drug 1: C1=CN(C(=O)N=C1N)C2C(C(C(O2)CO)O)O.Cl. Drug 2: N.N.Cl[Pt+2]Cl. Cell line: LOX IMVI. Synergy scores: CSS=58.9, Synergy_ZIP=-0.862, Synergy_Bliss=-0.962, Synergy_Loewe=2.91, Synergy_HSA=6.27. (9) Drug 1: CC1=C(C(CCC1)(C)C)C=CC(=CC=CC(=CC(=O)O)C)C. Drug 2: CC=C1C(=O)NC(C(=O)OC2CC(=O)NC(C(=O)NC(CSSCCC=C2)C(=O)N1)C(C)C)C(C)C. Cell line: MDA-MB-435. Synergy scores: CSS=47.4, Synergy_ZIP=0.0802, Synergy_Bliss=-3.70, Synergy_Loewe=-61.3, Synergy_HSA=-3.41. (10) Drug 1: CCCS(=O)(=O)NC1=C(C(=C(C=C1)F)C(=O)C2=CNC3=C2C=C(C=N3)C4=CC=C(C=C4)Cl)F. Drug 2: CN1C(=O)N2C=NC(=C2N=N1)C(=O)N. Cell line: A498. Synergy scores: CSS=2.41, Synergy_ZIP=0.419, Synergy_Bliss=1.72, Synergy_Loewe=-4.29, Synergy_HSA=-0.731.